From a dataset of Full USPTO retrosynthesis dataset with 1.9M reactions from patents (1976-2016). Predict the reactants needed to synthesize the given product. (1) The reactants are: C1(O[C:8](=[O:26])[NH:9][C:10]2[N:11]([C:19]3[CH:24]=[CH:23][CH:22]=[C:21]([F:25])[CH:20]=3)[N:12]=[C:13]([C:15]([CH3:18])([CH3:17])[CH3:16])[CH:14]=2)C=CC=CC=1.[CH3:27][NH:28][C:29]([C:31]1[CH:36]=[C:35]([O:37][C:38]2[CH:43]=[CH:42][C:41]([NH2:44])=[C:40]([C:45]([F:48])([F:47])[F:46])[CH:39]=2)[CH:34]=[CH:33][N:32]=1)=[O:30].C(N(CC)CC)C. Given the product [CH3:27][NH:28][C:29]([C:31]1[CH:36]=[C:35]([O:37][C:38]2[CH:43]=[CH:42][C:41]([NH:44][C:8]([NH:9][C:10]3[N:11]([C:19]4[CH:24]=[CH:23][CH:22]=[C:21]([F:25])[CH:20]=4)[N:12]=[C:13]([C:15]([CH3:17])([CH3:18])[CH3:16])[CH:14]=3)=[O:26])=[C:40]([C:45]([F:48])([F:46])[F:47])[CH:39]=2)[CH:34]=[CH:33][N:32]=1)=[O:30], predict the reactants needed to synthesize it. (2) Given the product [CH2:19]([O:8][CH2:2][CH:5]=[O:6])[C:9]1[CH:14]=[CH:13][CH:12]=[CH:11][CH:10]=1, predict the reactants needed to synthesize it. The reactants are: C[C:2](C)([CH2:5][OH:6])CO.[OH2:8].[C:9]1([CH3:19])[CH:14]=[CH:13][C:12](S(O)(=O)=O)=[CH:11][CH:10]=1.[H-].[Na+].